Dataset: Reaction yield outcomes from USPTO patents with 853,638 reactions. Task: Predict the reaction yield, written as a fraction of the theoretical maximum amount of product (1.0 means a 100% yield; for example, 0.34 means a 34% yield). (1) The reactants are [CH3:1][N:2]([CH3:13])[C:3]([C:5]1[CH:10]=[C:9]([Cl:11])[N:8]=[N:7][C:6]=1Cl)=[O:4].[NH3:14]. The catalyst is C(O)C. The product is [CH3:1][N:2]([CH3:13])[C:3]([C:5]1[CH:10]=[C:9]([Cl:11])[N:8]=[N:7][C:6]=1[NH2:14])=[O:4]. The yield is 0.600. (2) The reactants are [CH3:1][O:2][C:3]([NH:5][C@@H:6]([C@@H:41]([CH3:44])[CH2:42][CH3:43])[C:7]([N:9]1[C@@H:13]([CH3:14])[CH2:12][CH2:11][C@H:10]1[C:15]([O:17][CH2:18][C:19]([C:21]1[CH:22]=[CH:23][C:24]2[C:33]3[CH:32]=[C:31]4[CH2:34][CH2:35][CH:36](Br)[C:37](=[O:38])[C:30]4=[CH:29][C:28]=3[O:27][CH2:26][C:25]=2[CH:40]=1)=[O:20])=[O:16])=[O:8])=[O:4].[C:45]([O:49][C:50]([N:52]1[C@@H:56]([CH3:57])[CH2:55][CH2:54][C@H:53]1[C:58]([OH:60])=[O:59])=[O:51])([CH3:48])([CH3:47])[CH3:46].C([O-])([O-])=O.[Cs+].[Cs+]. The product is [CH3:57][C@@H:56]1[N:52]([C:50]([O:49][C:45]([CH3:46])([CH3:48])[CH3:47])=[O:51])[C@H:53]([C:58]([O:60][CH:36]2[CH2:35][CH2:34][C:31]3=[CH:32][C:33]4[C:24]5[CH:23]=[CH:22][C:21]([C:19](=[O:20])[CH2:18][O:17][C:15]([C@@H:10]6[CH2:11][CH2:12][C@H:13]([CH3:14])[N:9]6[C:7](=[O:8])[C@@H:6]([NH:5][C:3]([O:2][CH3:1])=[O:4])[C@@H:41]([CH3:44])[CH2:42][CH3:43])=[O:16])=[CH:40][C:25]=5[CH2:26][O:27][C:28]=4[CH:29]=[C:30]3[C:37]2=[O:38])=[O:59])[CH2:54][CH2:55]1. The catalyst is C1COCC1.CCOC(C)=O. The yield is 0.430. (3) The yield is 0.560. The product is [ClH:1].[NH2:24][C@@H:20]1[CH2:21][CH2:22][CH2:23][N:18]([C:3]2[C:2]([Cl:1])=[CH:7][N:6]=[C:5]3[NH:8][CH:9]=[C:10]([NH:11][C:12](=[O:17])[C@@H:13]([O:15][CH3:16])[CH3:14])[C:4]=23)[CH2:19]1. The catalyst is C(Cl)Cl. The reactants are [Cl:1][C:2]1[C:3]([N:18]2[CH2:23][CH2:22][CH2:21][C@@H:20]([NH:24]C(=O)OC(C)(C)C)[CH2:19]2)=[C:4]2[C:10]([NH:11][C:12](=[O:17])[C@@H:13]([O:15][CH3:16])[CH3:14])=[CH:9][NH:8][C:5]2=[N:6][CH:7]=1.C(O)(C(F)(F)F)=O. (4) The reactants are [CH:1]12[NH:17][CH:5]([CH:6]([C:8]3[CH:9]=[CH:10][C:11]([N:14]([CH3:16])[CH3:15])=[N:12][CH:13]=3)[CH2:7]1)[CH2:4][CH2:3][CH2:2]2.[C:18](Cl)([O:20][CH2:21][CH:22]1[C:34]2[C:29](=[CH:30][CH:31]=[CH:32][CH:33]=2)[C:28]2[C:23]1=[CH:24][CH:25]=[CH:26][CH:27]=2)=[O:19]. The catalyst is O1CCOCC1.C(=O)([O-])[O-].[Na+].[Na+]. The product is [CH:33]1[C:34]2[CH:22]([CH2:21][O:20][C:18]([N:17]3[CH:5]4[CH:6]([C:8]5[CH:13]=[N:12][C:11]([N:14]([CH3:15])[CH3:16])=[CH:10][CH:9]=5)[CH2:7][CH:1]3[CH2:2][CH2:3][CH2:4]4)=[O:19])[C:23]3[C:28](=[CH:27][CH:26]=[CH:25][CH:24]=3)[C:29]=2[CH:30]=[CH:31][CH:32]=1. The yield is 0.980. (5) The reactants are Br[C:2]1[CH:3]=[C:4]([C:16]([O:18][CH3:19])=[O:17])[CH:5]=[C:6]2[C:11]=1[O:10][C:9]([S:12][CH2:13][CH3:14])=[CH:8][C:7]2=[O:15].[F:20][C:21]1[CH:22]=[C:23]([CH:25]=[C:26]([F:28])[CH:27]=1)[NH2:24].[CH3:29][C:30](N(C)C)=O. The catalyst is O.C(OCC)(=O)C. The product is [F:20][C:21]1[CH:22]=[C:23]([NH:24][CH:29]([C:2]2[CH:3]=[C:4]([C:16]([O:18][CH3:19])=[O:17])[CH:5]=[C:6]3[C:11]=2[O:10][C:9]([S:12][CH2:13][CH3:14])=[CH:8][C:7]3=[O:15])[CH3:30])[CH:25]=[C:26]([F:28])[CH:27]=1. The yield is 0.570. (6) The reactants are COCCOC.[F:7][C:8]1[C:13](B(O)O)=[CH:12][CH:11]=[CH:10][N:9]=1.Cl[C:18]1[N:23]=[C:22]([CH3:24])[N:21]=[C:20]([NH2:25])[C:19]=1[F:26]. The catalyst is O.C1C=CC([P]([Pd]([P](C2C=CC=CC=2)(C2C=CC=CC=2)C2C=CC=CC=2)([P](C2C=CC=CC=2)(C2C=CC=CC=2)C2C=CC=CC=2)[P](C2C=CC=CC=2)(C2C=CC=CC=2)C2C=CC=CC=2)(C2C=CC=CC=2)C2C=CC=CC=2)=CC=1. The product is [F:26][C:19]1[C:20]([NH2:25])=[N:21][C:22]([CH3:24])=[N:23][C:18]=1[C:13]1[C:8]([F:7])=[N:9][CH:10]=[CH:11][CH:12]=1. The yield is 0.600. (7) The reactants are N(C(OC(C)C)=O)=NC(OC(C)C)=O.[CH:15]1([N:18]2[C:24]3[N:25]=[CH:26][C:27]([CH2:29][CH2:30][OH:31])=[CH:28][C:23]=3[C:22](=[O:32])[NH:21][C:20]3[C:33]([CH3:37])=[CH:34][CH:35]=[N:36][C:19]2=3)[CH2:17][CH2:16]1.O[C:39]1[C:48]2[C:43](=[CH:44][CH:45]=[CH:46][CH:47]=2)[N:42]=[CH:41][CH:40]=1.C1C=CC(P(C2C=CC=CC=2)C2C=CC=CC=2)=CC=1. The catalyst is C1COCC1. The product is [CH:15]1([N:18]2[C:24]3[N:25]=[CH:26][C:27]([CH2:29][CH2:30][O:31][C:39]4[C:48]5[C:43](=[CH:44][CH:45]=[CH:46][CH:47]=5)[N:42]=[CH:41][CH:40]=4)=[CH:28][C:23]=3[C:22](=[O:32])[NH:21][C:20]3[C:33]([CH3:37])=[CH:34][CH:35]=[N:36][C:19]2=3)[CH2:17][CH2:16]1. The yield is 0.300. (8) The reactants are CN(C(ON1N=N[C:11]2[CH:12]=[CH:13][CH:14]=[CH:15][C:10]1=2)=[N+](C)C)C.F[P-](F)(F)(F)(F)F.[CH3:25][CH2:26][CH2:27][CH2:28][CH2:29][CH2:30][CH2:31][CH2:32][CH2:33][CH2:34][CH2:35][CH2:36][CH2:37]/[CH:38]=[CH:39]/[C@@H:40]([OH:45])[C@@H:41]([NH2:44])[CH2:42][OH:43].C(N([CH2:51][CH3:52])CC)C.CN([CH:56]=[O:57])C. The catalyst is C1COCC1.O. The product is [CH3:25][CH2:26][CH2:27][CH2:28][CH2:29][CH2:30][CH2:31][CH2:51][CH2:52][CH2:10][CH2:15][CH2:14][CH2:13][CH2:12][CH2:11][C:56]([NH:44][C@H:41]([C@H:40]([OH:45])/[CH:39]=[CH:38]/[CH2:37][CH2:36][CH2:35][CH2:34][CH2:33][CH2:32][CH2:31][CH2:30][CH2:29][CH2:28][CH2:27][CH2:26][CH3:25])[CH2:42][OH:43])=[O:57]. The yield is 0.900. (9) The reactants are [I:1]NC(=O)CCC(N)=O.[Cl:10][C:11]1[CH:16]=[CH:15][C:14]([OH:17])=[CH:13][C:12]=1[F:18].S(=O)(=O)(O)O. The catalyst is C(O)(=O)C. The product is [Cl:10][C:11]1[C:12]([F:18])=[CH:13][C:14]([OH:17])=[C:15]([I:1])[CH:16]=1. The yield is 0.540. (10) The reactants are [Cl:1][C:2]1[N:7]=[C:6](Cl)[C:5]([O:9][CH3:10])=[C:4]([CH3:11])[N:3]=1.O1CCOCC1.[OH-].[NH4+:19]. The catalyst is O. The product is [Cl:1][C:2]1[N:7]=[C:6]([NH2:19])[C:5]([O:9][CH3:10])=[C:4]([CH3:11])[N:3]=1. The yield is 0.560.